From a dataset of NCI-60 drug combinations with 297,098 pairs across 59 cell lines. Regression. Given two drug SMILES strings and cell line genomic features, predict the synergy score measuring deviation from expected non-interaction effect. (1) Drug 1: C1=CC(=CC=C1CC(C(=O)O)N)N(CCCl)CCCl.Cl. Drug 2: C1=CN(C(=O)N=C1N)C2C(C(C(O2)CO)O)O.Cl. Cell line: NCI-H460. Synergy scores: CSS=48.9, Synergy_ZIP=2.63, Synergy_Bliss=3.45, Synergy_Loewe=-2.03, Synergy_HSA=5.53. (2) Synergy scores: CSS=20.8, Synergy_ZIP=-8.87, Synergy_Bliss=-4.46, Synergy_Loewe=-0.807, Synergy_HSA=-0.459. Drug 2: C#CCC(CC1=CN=C2C(=N1)C(=NC(=N2)N)N)C3=CC=C(C=C3)C(=O)NC(CCC(=O)O)C(=O)O. Drug 1: CC=C1C(=O)NC(C(=O)OC2CC(=O)NC(C(=O)NC(CSSCCC=C2)C(=O)N1)C(C)C)C(C)C. Cell line: MALME-3M. (3) Drug 1: C1=NC2=C(N1)C(=S)N=C(N2)N. Drug 2: C(CCl)NC(=O)N(CCCl)N=O. Synergy scores: CSS=17.3, Synergy_ZIP=-2.53, Synergy_Bliss=-0.789, Synergy_Loewe=-8.52, Synergy_HSA=-1.80. Cell line: A498. (4) Drug 1: CCN(CC)CCNC(=O)C1=C(NC(=C1C)C=C2C3=C(C=CC(=C3)F)NC2=O)C. Drug 2: CCC1(CC2CC(C3=C(CCN(C2)C1)C4=CC=CC=C4N3)(C5=C(C=C6C(=C5)C78CCN9C7C(C=CC9)(C(C(C8N6C)(C(=O)OC)O)OC(=O)C)CC)OC)C(=O)OC)O.OS(=O)(=O)O. Cell line: DU-145. Synergy scores: CSS=-1.24, Synergy_ZIP=0.481, Synergy_Bliss=-0.173, Synergy_Loewe=-0.323, Synergy_HSA=-1.62.